Dataset: Full USPTO retrosynthesis dataset with 1.9M reactions from patents (1976-2016). Task: Predict the reactants needed to synthesize the given product. The reactants are: C([O:8][C:9]1[C:14]([C:15]([F:18])([F:17])[F:16])=[C:13]([O:19]CC2C=CC=CC=2)[CH:12]=[CH:11][C:10]=1[C:27](=[O:31])[CH:28]([CH3:30])[CH3:29])C1C=CC=CC=1.CSC.CS(O)(=O)=O. Given the product [OH:8][C:9]1[C:14]([C:15]([F:16])([F:17])[F:18])=[C:13]([OH:19])[CH:12]=[CH:11][C:10]=1[C:27](=[O:31])[CH:28]([CH3:29])[CH3:30], predict the reactants needed to synthesize it.